Dataset: Catalyst prediction with 721,799 reactions and 888 catalyst types from USPTO. Task: Predict which catalyst facilitates the given reaction. (1) Reactant: [NH2:1][C:2]1[N:3]=[CH:4][C:5]([CH:19]2[CH2:24][CH2:23][CH2:22][N:21]([C:25]([O:27][CH3:28])=[O:26])[CH2:20]2)=[N:6][C:7]=1[C:8]1[CH:13]=[CH:12][C:11]([C:14]([O:16]C)=[O:15])=[C:10]([F:18])[CH:9]=1.[Li+].[OH-].Cl. Product: [NH2:1][C:2]1[C:7]([C:8]2[CH:13]=[CH:12][C:11]([C:14]([OH:16])=[O:15])=[C:10]([F:18])[CH:9]=2)=[N:6][C:5]([CH:19]2[CH2:24][CH2:23][CH2:22][N:21]([C:25]([O:27][CH3:28])=[O:26])[CH2:20]2)=[CH:4][N:3]=1. The catalyst class is: 36. (2) Reactant: [SH:1][C:2]1[NH:11][C:10](=[O:12])[C:9]2[C:4](=[CH:5][CH:6]=[CH:7][CH:8]=2)[N:3]=1.Br[CH2:14][C:15](=[O:21])[C:16]([O:18][CH2:19][CH3:20])=[O:17].C(N(CC)CC)C.Cl. Product: [CH2:19]([O:18][C:16](=[O:17])[C:15](=[O:21])[CH2:14][S:1][C:2]1[NH:11][C:10](=[O:12])[C:9]2[C:4](=[CH:5][CH:6]=[CH:7][CH:8]=2)[N:3]=1)[CH3:20]. The catalyst class is: 31. (3) Reactant: B(Cl)(Cl)Cl.C([O:12][CH2:13][CH2:14][N:15]1[C:20]2[CH:21]=[CH:22][NH:23][C:19]=2[C:18](=[O:24])[NH:17][C:16]1=[S:25])C1C=CC=CC=1. Product: [OH:12][CH2:13][CH2:14][N:15]1[C:20]2[CH:21]=[CH:22][NH:23][C:19]=2[C:18](=[O:24])[NH:17][C:16]1=[S:25]. The catalyst class is: 5. (4) The catalyst class is: 3. Reactant: C(OC([NH:8][C:9]1[C:10]([C:24]([OH:26])=O)=[N:11][C:12]([C:16]2[C:21]([F:22])=[CH:20][CH:19]=[CH:18][C:17]=2[F:23])=[C:13]([F:15])[CH:14]=1)=O)(C)(C)C.[NH2:27][C:28]1[C:29]([N:37]2[CH2:42][C@H:41]([CH3:43])[CH2:40][C@H:39]([NH:44]C(=O)OC(C)(C)C)[CH2:38]2)=[C:30]2[CH2:36][CH2:35][O:34][C:31]2=[N:32][CH:33]=1.CN(C(ON1N=NC2C=CC=NC1=2)=[N+](C)C)C.F[P-](F)(F)(F)(F)F.CCN(C(C)C)C(C)C. Product: [NH2:8][C:9]1[C:10]([C:24]([NH:27][C:28]2[C:29]([N:37]3[CH2:42][C@H:41]([CH3:43])[CH2:40][C@H:39]([NH2:44])[CH2:38]3)=[C:30]3[CH2:36][CH2:35][O:34][C:31]3=[N:32][CH:33]=2)=[O:26])=[N:11][C:12]([C:16]2[C:17]([F:23])=[CH:18][CH:19]=[CH:20][C:21]=2[F:22])=[C:13]([F:15])[CH:14]=1. (5) Product: [N:26]([CH2:12][C@H:13]1[CH2:18][CH2:17][CH2:16][N:15]([C:19]([O:21][C:22]([CH3:25])([CH3:24])[CH3:23])=[O:20])[CH2:14]1)=[N+:27]=[N-:28]. The catalyst class is: 3. Reactant: S(O[CH2:12][C@H:13]1[CH2:18][CH2:17][CH2:16][N:15]([C:19]([O:21][C:22]([CH3:25])([CH3:24])[CH3:23])=[O:20])[CH2:14]1)(C1C=CC(C)=CC=1)(=O)=O.[N-:26]=[N+:27]=[N-:28].[Na+].[Na+].[I-].